This data is from Forward reaction prediction with 1.9M reactions from USPTO patents (1976-2016). The task is: Predict the product of the given reaction. (1) Given the reactants C[O:2][C:3](=[O:38])[CH2:4][C@H:5]([OH:37])[CH2:6][C@H:7]([OH:36])[CH2:8][CH2:9][C:10]1[N:11]([CH:33]([CH3:35])[CH3:34])[C:12]([C:28](=[O:32])[NH:29][CH2:30][CH3:31])=[C:13]([C:22]2[CH:27]=[CH:26][CH:25]=[CH:24][CH:23]=2)[C:14]=1[C:15]1[CH:20]=[CH:19][C:18]([F:21])=[CH:17][CH:16]=1.C(O)C.O.[OH-].[Na+:44], predict the reaction product. The product is: [Na+:44].[CH2:30]([NH:29][C:28]([C:12]1[N:11]([CH:33]([CH3:35])[CH3:34])[C:10]([CH2:9][CH2:8][C@@H:7]([OH:36])[CH2:6][C@@H:5]([OH:37])[CH2:4][C:3]([O-:38])=[O:2])=[C:14]([C:15]2[CH:16]=[CH:17][C:18]([F:21])=[CH:19][CH:20]=2)[C:13]=1[C:22]1[CH:27]=[CH:26][CH:25]=[CH:24][CH:23]=1)=[O:32])[CH3:31]. (2) Given the reactants CS([O:5][CH2:6][C@@H:7]1[CH2:13][CH2:12][C:9]2([CH2:11][CH2:10]2)[N:8]1[CH3:14])(=O)=O.O[C:16]1[CH:25]=[C:24]2[C:19]([C:20]([O:26][C:27]3[CH:32]=[CH:31][C:30]([NH:33][C:34]([C:36]4[C:37](=[O:49])[N:38]([C:43]5[CH:48]=[CH:47][CH:46]=[CH:45][CH:44]=5)[N:39]([CH3:42])[C:40]=4[CH3:41])=[O:35])=[CH:29][C:28]=3[F:50])=[CH:21][CH:22]=[N:23]2)=[CH:18][CH:17]=1.C(=O)([O-])[O-].[Cs+].[Cs+], predict the reaction product. The product is: [CH3:14][N:8]1[C@H:7]([CH2:6][O:5][C:16]2[CH:25]=[C:24]3[C:19]([C:20]([O:26][C:27]4[CH:32]=[CH:31][C:30]([NH:33][C:34]([C:36]5[C:37](=[O:49])[N:38]([C:43]6[CH:48]=[CH:47][CH:46]=[CH:45][CH:44]=6)[N:39]([CH3:42])[C:40]=5[CH3:41])=[O:35])=[CH:29][C:28]=4[F:50])=[CH:21][CH:22]=[N:23]3)=[CH:18][CH:17]=2)[CH2:13][CH2:12][C:9]21[CH2:11][CH2:10]2. (3) Given the reactants [Br:1][C:2]1[CH:3]=[CH:4][C:5]([Cl:19])=[C:6]([C:8]([C:10]2[CH:15]=[CH:14][C:13]([O:16][CH2:17][CH3:18])=[CH:12][CH:11]=2)=[O:9])[CH:7]=1.C(#N)C.[BH4-].[Na+].O, predict the reaction product. The product is: [Br:1][C:2]1[CH:3]=[CH:4][C:5]([Cl:19])=[C:6]([CH:8]([C:10]2[CH:15]=[CH:14][C:13]([O:16][CH2:17][CH3:18])=[CH:12][CH:11]=2)[OH:9])[CH:7]=1. (4) Given the reactants [CH3:1][O:2][C:3]([C:5]1[C:6]([OH:30])=[C:7]2[C:12](=[C:13](Br)[N:14]=1)[N:11]([CH2:16][C:17]1[CH:22]=[CH:21][CH:20]=[CH:19][CH:18]=1)[C:10](=[O:23])[C:9]([C:24]1[CH:29]=[CH:28][CH:27]=[CH:26][CH:25]=1)=[CH:8]2)=[O:4].[CH3:31][N:32]1[CH:36]=[C:35]([Sn](CCCC)(CCCC)CCCC)[CH:34]=[N:33]1.CCOC(C)=O.Cl, predict the reaction product. The product is: [CH3:1][O:2][C:3]([C:5]1[C:6]([OH:30])=[C:7]2[C:12](=[C:13]([C:35]3[CH:34]=[N:33][N:32]([CH3:31])[CH:36]=3)[N:14]=1)[N:11]([CH2:16][C:17]1[CH:22]=[CH:21][CH:20]=[CH:19][CH:18]=1)[C:10](=[O:23])[C:9]([C:24]1[CH:29]=[CH:28][CH:27]=[CH:26][CH:25]=1)=[CH:8]2)=[O:4]. (5) The product is: [ClH:24].[Br:1][C:2]1[CH:22]=[CH:21][C:5]([O:6][CH2:7][CH:8]2[CH2:9][CH2:10][NH:11][CH2:12][CH2:13]2)=[C:4]([F:23])[CH:3]=1. Given the reactants [Br:1][C:2]1[CH:22]=[CH:21][C:5]([O:6][CH2:7][CH:8]2[CH2:13][CH2:12][N:11](C(OC(C)(C)C)=O)[CH2:10][CH2:9]2)=[C:4]([F:23])[CH:3]=1.[ClH:24], predict the reaction product.